The task is: Predict the product of the given reaction.. This data is from Forward reaction prediction with 1.9M reactions from USPTO patents (1976-2016). (1) The product is: [N:12]1[CH:13]=[CH:14][CH:15]=[CH:16][C:11]=1[N:2]1[C:3](=[O:9])[CH:4]2[CH2:7][CH2:8][CH:1]1[CH2:6][CH2:5]2. Given the reactants [CH:1]12[CH2:8][CH2:7][CH:4]([CH2:5][CH2:6]1)[C:3](=[O:9])[NH:2]2.Cl[C:11]1[CH:16]=[CH:15][CH:14]=[CH:13][N:12]=1.C([O-])([O-])=O.[Cs+].[Cs+].CC1(C)C2C(=C(P(C3C=CC=CC=3)C3C=CC=CC=3)C=CC=2)OC2C(P(C3C=CC=CC=3)C3C=CC=CC=3)=CC=CC1=2, predict the reaction product. (2) Given the reactants [Cl:1][C:2]1[CH:3]=[C:4]([CH:12]([CH2:17][C@H:18]2[CH2:38][CH2:37][C:20]3([O:24][C@H:23]([C:25]4[CH:30]=[CH:29][CH:28]=[CH:27][CH:26]=4)[C@@H:22]([C:31]4[CH:36]=[CH:35][CH:34]=[CH:33][CH:32]=4)[O:21]3)[CH2:19]2)[C:13](=[O:16])[CH:14]=[CH2:15])[CH:5]=[CH:6][C:7]=1[S:8]([CH3:11])(=[O:10])=[O:9].[N:39]1[CH:44]=[CH:43][N:42]=[CH:41][C:40]=1[CH:45]=[O:46].C(N(CC)CC)C, predict the reaction product. The product is: [Cl:1][C:2]1[CH:3]=[C:4]([CH:12]([CH2:17][C@H:18]2[CH2:38][CH2:37][C:20]3([O:21][C@H:22]([C:31]4[CH:36]=[CH:35][CH:34]=[CH:33][CH:32]=4)[C@@H:23]([C:25]4[CH:26]=[CH:27][CH:28]=[CH:29][CH:30]=4)[O:24]3)[CH2:19]2)[C:13](=[O:16])[CH2:14][CH2:15][C:45]([C:40]2[CH:41]=[N:42][CH:43]=[CH:44][N:39]=2)=[O:46])[CH:5]=[CH:6][C:7]=1[S:8]([CH3:11])(=[O:9])=[O:10]. (3) Given the reactants [NH2:1][C:2]1[CH:11]=[C:10]([C:12]([O:14][CH3:15])=[O:13])[CH:9]=[CH:8][C:3]=1[C:4]([O:6]C)=O.[CH2:16]([N:18]=[C:19]=[O:20])[CH3:17].C(N(CC)CC)C, predict the reaction product. The product is: [CH2:16]([N:18]1[C:4](=[O:6])[C:3]2[C:2](=[CH:11][C:10]([C:12]([O:14][CH3:15])=[O:13])=[CH:9][CH:8]=2)[NH:1][C:19]1=[O:20])[CH3:17]. (4) Given the reactants C(OC(=O)[NH:7][CH2:8][CH2:9][CH2:10][N:11]1[C:19]([O:20]C)=[N:18][C:17]2[C:12]1=[N:13][C:14]([O:23][CH2:24][CH2:25][CH2:26][CH3:27])=[N:15][C:16]=2[NH2:22])(C)(C)C.Cl, predict the reaction product. The product is: [NH2:22][C:16]1[N:15]=[C:14]([O:23][CH2:24][CH2:25][CH2:26][CH3:27])[N:13]=[C:12]2[C:17]=1[NH:18][C:19](=[O:20])[N:11]2[CH2:10][CH2:9][CH2:8][NH2:7].